From a dataset of Forward reaction prediction with 1.9M reactions from USPTO patents (1976-2016). Predict the product of the given reaction. (1) Given the reactants [CH:1]([NH:5][C:6](=[O:32])[C:7]1[CH:12]=[CH:11][C:10]([Cl:13])=[C:9]([N:14]2[CH:19]=[CH:18][N:17]=[C:16]([NH:20][C:21]([C:24]3[CH:29]=[CH:28][CH:27]=[CH:26][C:25]=3[OH:30])([CH3:23])[CH3:22])[C:15]2=[O:31])[CH:8]=1)(CC)[CH3:2].[C:33](=O)([O-])[O-].[K+].[K+].Br[CH2:40][CH2:41][Cl:42], predict the reaction product. The product is: [Cl:13][C:10]1[CH:11]=[CH:12][C:7]([C:6]([NH:5][CH:1]2[CH2:2][CH2:33]2)=[O:32])=[CH:8][C:9]=1[N:14]1[CH:19]=[CH:18][N:17]=[C:16]([NH:20][C:21]([C:24]2[CH:29]=[CH:28][CH:27]=[CH:26][C:25]=2[O:30][CH2:40][CH2:41][Cl:42])([CH3:22])[CH3:23])[C:15]1=[O:31]. (2) Given the reactants Cl.[F:2][C:3]1([F:47])[CH:9]([NH:10]C(=O)C(F)(F)F)[CH2:8][CH2:7][N:6]([C:17]2[N:21]([CH3:22])[N:20]=[CH:19][C:18]=2[NH:23][C:24]([C:26]2[N:27]=[C:28]([C:39]3[C:44]([F:45])=[CH:43][CH:42]=[CH:41][C:40]=3[F:46])[S:29][C:30]=2[NH:31]C(=O)OC(C)(C)C)=[O:25])[CH2:5][CH2:4]1.C([O-])([O-])=O.[K+].[K+], predict the reaction product. The product is: [NH2:31][C:30]1[S:29][C:28]([C:39]2[C:40]([F:46])=[CH:41][CH:42]=[CH:43][C:44]=2[F:45])=[N:27][C:26]=1[C:24]([NH:23][C:18]1[CH:19]=[N:20][N:21]([CH3:22])[C:17]=1[N:6]1[CH2:7][CH2:8][CH:9]([NH2:10])[C:3]([F:2])([F:47])[CH2:4][CH2:5]1)=[O:25]. (3) Given the reactants C(N(CC)CC)C.[Br:8][C:9]1[CH:10]=[C:11]([CH:14]=[CH:15][CH:16]=1)[CH2:12]Br.[CH3:17][N:18]([CH2:36][CH2:37][C:38]1[CH:43]=[CH:42][CH:41]=[CH:40][N:39]=1)[CH2:19][CH2:20][CH2:21][N:22]1[C:26]2[CH:27]=[CH:28][C:29]([C:31]([O:33][CH3:34])=[O:32])=[CH:30][C:25]=2[NH:24][C:23]1=[S:35], predict the reaction product. The product is: [Br:8][C:9]1[CH:10]=[C:11]([CH:14]=[CH:15][CH:16]=1)[CH2:12][S:35][C:23]1[N:22]([CH2:21][CH2:20][CH2:19][N:18]([CH3:17])[CH2:36][CH2:37][C:38]2[CH:43]=[CH:42][CH:41]=[CH:40][N:39]=2)[C:26]2[CH:27]=[CH:28][C:29]([C:31]([O:33][CH3:34])=[O:32])=[CH:30][C:25]=2[N:24]=1.